This data is from Peptide-MHC class I binding affinity with 185,985 pairs from IEDB/IMGT. The task is: Regression. Given a peptide amino acid sequence and an MHC pseudo amino acid sequence, predict their binding affinity value. This is MHC class I binding data. (1) The peptide sequence is RYQRMTGGY. The MHC is HLA-A31:01 with pseudo-sequence HLA-A31:01. The binding affinity (normalized) is 0.449. (2) The peptide sequence is WMMAMRYPI. The MHC is HLA-C05:01 with pseudo-sequence HLA-C05:01. The binding affinity (normalized) is 0.0847. (3) The peptide sequence is AVDPAKAYK. The MHC is HLA-A31:01 with pseudo-sequence HLA-A31:01. The binding affinity (normalized) is 0.654.